From a dataset of Catalyst prediction with 721,799 reactions and 888 catalyst types from USPTO. Predict which catalyst facilitates the given reaction. (1) Reactant: [CH3:1][O:2][C:3]([C:5]1[O:6][C:7]([C:10]2[CH:15]=[CH:14][CH:13]=[C:12]([NH2:16])[C:11]=2[O:17]C)=[CH:8][CH:9]=1)=[O:4].B(Br)(Br)Br. Product: [CH3:1][O:2][C:3]([C:5]1[O:6][C:7]([C:10]2[CH:15]=[CH:14][CH:13]=[C:12]([NH2:16])[C:11]=2[OH:17])=[CH:8][CH:9]=1)=[O:4]. The catalyst class is: 4. (2) Reactant: [Cl:1][C:2]1[CH:3]=[C:4]2[C:9](=[CH:10][CH:11]=1)[C@:8]([CH2:17][O:18][C:19]1[CH:31]=[CH:30][C:22]([C:23]([O:25]C(C)(C)C)=[O:24])=[CH:21][C:20]=1[N+:32]([O-:34])=[O:33])([CH:12](OC)[O:13]C)[CH2:7][CH2:6][CH2:5]2.[O-]S(C(F)(F)F)(=O)=O.[Er+3].[O-]S(C(F)(F)F)(=O)=O.[O-]S(C(F)(F)F)(=O)=O.O. Product: [Cl:1][C:2]1[CH:3]=[C:4]2[C:9](=[CH:10][CH:11]=1)[C@:8]([CH2:17][O:18][C:19]1[CH:31]=[CH:30][C:22]([C:23]([OH:25])=[O:24])=[CH:21][C:20]=1[N+:32]([O-:34])=[O:33])([CH:12]=[O:13])[CH2:7][CH2:6][CH2:5]2. The catalyst class is: 23. (3) Reactant: [CH2:1]([OH:3])[CH3:2].[NH:4]1[C:8](=[O:9])[CH2:7][CH2:6][C@@H:5]1[C:10](O)=[O:11].C[Si](Cl)(C)C.C(=O)(O)[O-].[Na+]. Product: [CH2:1]([O:3][C:10]([C@H:5]1[CH2:6][CH2:7][C:8](=[O:9])[NH:4]1)=[O:11])[CH3:2]. The catalyst class is: 451. (4) Reactant: [CH:1]([NH:4][C:5]1[N:9]([CH3:10])[C:8]2[CH:11]=[CH:12][C:13]([N+:15]([O-])=O)=[CH:14][C:7]=2[N:6]=1)([CH3:3])[CH3:2].NN. The catalyst class is: 29. Product: [CH:1]([NH:4][C:5]1[N:9]([CH3:10])[C:8]2[CH:11]=[CH:12][C:13]([NH2:15])=[CH:14][C:7]=2[N:6]=1)([CH3:3])[CH3:2]. (5) Reactant: [N:1]1([C:6]2[CH:14]=[CH:13][C:9]([C:10]([OH:12])=O)=[CH:8][CH:7]=2)[CH2:5][CH2:4][CH2:3][CH2:2]1.[NH2:15][CH2:16][C:17]1[CH:22]=[CH:21][C:20]([CH2:23][OH:24])=[CH:19][CH:18]=1.ON1C2C=CC=CC=2N=N1.C(Cl)CCl. Product: [OH:24][CH2:23][C:20]1[CH:21]=[CH:22][C:17]([CH2:16][NH:15][C:10](=[O:12])[C:9]2[CH:8]=[CH:7][C:6]([N:1]3[CH2:2][CH2:3][CH2:4][CH2:5]3)=[CH:14][CH:13]=2)=[CH:18][CH:19]=1. The catalyst class is: 377. (6) Reactant: [Cl:1][C:2]1[N:10]=[CH:9][C:8]2[NH:7][C:6]3[N:11]=[CH:12][CH:13]=[CH:14][C:5]=3[C:4]=2[C:3]=1[F:15].[H-].[Na+].[CH3:18][Si:19]([CH3:26])([CH3:25])[CH2:20][CH2:21][O:22][CH2:23]Cl. Product: [Cl:1][C:2]1[N:10]=[CH:9][C:8]2[N:7]([CH2:23][O:22][CH2:21][CH2:20][Si:19]([CH3:26])([CH3:25])[CH3:18])[C:6]3[N:11]=[CH:12][CH:13]=[CH:14][C:5]=3[C:4]=2[C:3]=1[F:15]. The catalyst class is: 3. (7) Reactant: [N+:1]([C:4]1[CH:9]=[C:8]([C:10]([F:13])([F:12])[F:11])[CH:7]=[CH:6][C:5]=1[OH:14])([O-])=O.CO. Product: [NH2:1][C:4]1[CH:9]=[C:8]([C:10]([F:11])([F:12])[F:13])[CH:7]=[CH:6][C:5]=1[OH:14]. The catalyst class is: 29. (8) Reactant: [NH:1]([C:3]([CH:5]1[CH2:10][CH2:9][N:8]([C:11]([O:13][C:14]([CH3:17])([CH3:16])[CH3:15])=[O:12])[CH2:7][CH2:6]1)=O)[NH2:2].[C:18]1([CH2:24][C:25](=[NH:29])OCC)[CH:23]=[CH:22][CH:21]=[CH:20][CH:19]=1.CCN(C(C)C)C(C)C.C([O-])(O)=O.[Na+]. Product: [CH2:24]([C:25]1[NH:29][C:3]([CH:5]2[CH2:10][CH2:9][N:8]([C:11]([O:13][C:14]([CH3:17])([CH3:16])[CH3:15])=[O:12])[CH2:7][CH2:6]2)=[N:1][N:2]=1)[C:18]1[CH:23]=[CH:22][CH:21]=[CH:20][CH:19]=1. The catalyst class is: 41. (9) Reactant: [C:1]1([N:7]=[C:8]=[O:9])[CH:6]=[CH:5][CH:4]=[CH:3][CH:2]=1.FC(F)(F)C(O)=O.[NH:17]1[C:21]2[CH:22]=[CH:23][CH:24]=[CH:25][C:20]=2[N:19]=[C:18]1[S:26][C:27]1[O:31][C:30](/[CH:32]=[C:33]2/[C:34](=[O:43])[N:35]([CH2:39][CH2:40][CH2:41][NH2:42])[C:36](=[O:38])[S:37]/2)=[CH:29][CH:28]=1.CCN(C(C)C)C(C)C. Product: [NH:17]1[C:21]2[CH:22]=[CH:23][CH:24]=[CH:25][C:20]=2[N:19]=[C:18]1[S:26][C:27]1[O:31][C:30](/[CH:32]=[C:33]2/[C:34](=[O:43])[N:35]([CH2:39][CH2:40][CH2:41][NH:42][C:8]([NH:7][C:1]3[CH:6]=[CH:5][CH:4]=[CH:3][CH:2]=3)=[O:9])[C:36](=[O:38])[S:37]/2)=[CH:29][CH:28]=1. The catalyst class is: 2. (10) Reactant: [NH2:1][C:2]1[N:7]=[C:6]([C:8]2[C:9]([C:16]3[C:17]([F:37])=[C:18]([N:22](COC)[S:23]([C:26]4[CH:31]=[C:30]([F:32])[CH:29]=[CH:28][C:27]=4[F:33])(=[O:25])=[O:24])[CH:19]=[CH:20][CH:21]=3)=[N:10][N:11]([CH:13]([CH3:15])[CH3:14])[CH:12]=2)[CH:5]=[CH:4][N:3]=1. Product: [NH2:1][C:2]1[N:7]=[C:6]([C:8]2[C:9]([C:16]3[C:17]([F:37])=[C:18]([NH:22][S:23]([C:26]4[CH:31]=[C:30]([F:32])[CH:29]=[CH:28][C:27]=4[F:33])(=[O:24])=[O:25])[CH:19]=[CH:20][CH:21]=3)=[N:10][N:11]([CH:13]([CH3:14])[CH3:15])[CH:12]=2)[CH:5]=[CH:4][N:3]=1. The catalyst class is: 484.